This data is from Full USPTO retrosynthesis dataset with 1.9M reactions from patents (1976-2016). The task is: Predict the reactants needed to synthesize the given product. (1) Given the product [CH3:10][C:7]1([CH3:11])[N:6]([C:12]([O:14][C:15]([CH3:18])([CH3:17])[CH3:16])=[O:13])[C:5]([CH3:19])([C:3]2[O:4][C:29]([C:28]([F:39])([F:38])[F:27])=[N:2][N:1]=2)[CH2:9][O:8]1, predict the reactants needed to synthesize it. The reactants are: [NH:1]([C:3]([C:5]1([CH3:19])[CH2:9][O:8][C:7]([CH3:11])([CH3:10])[N:6]1[C:12]([O:14][C:15]([CH3:18])([CH3:17])[CH3:16])=[O:13])=[O:4])[NH2:2].C(N(CC)CC)C.[F:27][C:28]([F:39])([F:38])[C:29](O[C:29](=O)[C:28]([F:39])([F:38])[F:27])=O. (2) Given the product [CH2:1]([C:3]1[S:21][C:6]2[N:7]([CH2:23][C:24]3[CH:29]=[CH:28][C:27]([C:30]4[CH:35]=[CH:34][CH:33]=[CH:32][C:31]=4[C:36]4[NH:40][C:39](=[O:46])[O:38][N:37]=4)=[CH:26][CH:25]=3)[C:8](=[O:20])[N:9]([CH2:12][CH2:13][C:14]3[CH:19]=[CH:18][CH:17]=[CH:16][CH:15]=3)[C:10](=[O:11])[C:5]=2[CH:4]=1)[CH3:2], predict the reactants needed to synthesize it. The reactants are: [CH2:1]([C:3]1[S:21][C:6]2[NH:7][C:8](=[O:20])[N:9]([CH2:12][CH2:13][C:14]3[CH:19]=[CH:18][CH:17]=[CH:16][CH:15]=3)[C:10](=[O:11])[C:5]=2[CH:4]=1)[CH3:2].Br[CH2:23][C:24]1[CH:29]=[CH:28][C:27]([C:30]2[CH:35]=[CH:34][CH:33]=[CH:32][C:31]=2[C:36]2[N:40]=[C:39](C(Cl)(Cl)Cl)[O:38][N:37]=2)=[CH:26][CH:25]=1.C(=O)([O-])[O-:46].[K+].[K+].CN(C)C=O. (3) Given the product [C:8]([C:12]1[CH:13]=[C:14]([NH:24][C:25]([NH:34][C:35]2[C:44]3[C:39](=[CH:40][CH:41]=[CH:42][CH:43]=3)[C:38]([O:45][C:46]3[CH:51]=[CH:50][N:49]=[C:48]([NH:52][C:53]4[CH:58]=[C:57]([O:59][CH2:60][CH2:61][O:62][CH2:63][CH2:64][O:65][CH2:66][CH2:67][O:68][CH3:69])[CH:56]=[C:55]([O:70][CH3:71])[CH:54]=4)[CH:47]=3)=[CH:37][CH:36]=2)=[O:26])[C:15]([O:22][CH3:23])=[C:16]([CH:21]=1)[C:17]([O:19][CH3:20])=[O:18])([CH3:11])([CH3:9])[CH3:10], predict the reactants needed to synthesize it. The reactants are: C(N(CC)CC)C.[C:8]([C:12]1[CH:13]=[C:14]([NH:24][C:25](OC2C=CC=CC=2)=[O:26])[C:15]([O:22][CH3:23])=[C:16]([CH:21]=1)[C:17]([O:19][CH3:20])=[O:18])([CH3:11])([CH3:10])[CH3:9].[NH2:34][C:35]1[C:44]2[C:39](=[CH:40][CH:41]=[CH:42][CH:43]=2)[C:38]([O:45][C:46]2[CH:51]=[CH:50][N:49]=[C:48]([NH:52][C:53]3[CH:58]=[C:57]([O:59][CH2:60][CH2:61][O:62][CH2:63][CH2:64][O:65][CH2:66][CH2:67][O:68][CH3:69])[CH:56]=[C:55]([O:70][CH3:71])[CH:54]=3)[CH:47]=2)=[CH:37][CH:36]=1. (4) Given the product [C:22]([NH:26][C:2]1[CH:7]=[CH:6][C:5]([C:8]([F:11])([F:10])[F:9])=[CH:4][C:3]=1[N+:12]([O-:14])=[O:13])([CH3:25])([CH3:24])[CH3:23], predict the reactants needed to synthesize it. The reactants are: F[C:2]1[CH:7]=[CH:6][C:5]([C:8]([F:11])([F:10])[F:9])=[CH:4][C:3]=1[N+:12]([O-:14])=[O:13].CN1CCCC1=O.[C:22]([NH2:26])([CH3:25])([CH3:24])[CH3:23]. (5) Given the product [Cl:46][C:41]1[CH:42]=[C:43]([CH3:45])[CH:44]=[C:2]([Cl:1])[C:3]=1[O:4][CH2:5][CH2:6][O:7][C:8]1[CH:9]=[CH:10][C:11]([CH2:14][CH:15]([C:25]2[CH:30]=[CH:29][C:28]([C:48]3[CH:53]=[CH:52][CH:51]=[CH:50][C:49]=3[CH2:54][CH2:55][OH:56])=[CH:27][C:26]=2[CH3:40])[CH2:16][NH:17][C:18](=[O:24])[O:19][C:20]([CH3:21])([CH3:23])[CH3:22])=[CH:12][CH:13]=1, predict the reactants needed to synthesize it. The reactants are: [Cl:1][C:2]1[CH:44]=[C:43]([CH3:45])[CH:42]=[C:41]([Cl:46])[C:3]=1[O:4][CH2:5][CH2:6][O:7][C:8]1[CH:13]=[CH:12][C:11]([CH2:14][CH:15]([C:25]2[CH:30]=[CH:29][C:28](B3OC(C)(C)C(C)(C)O3)=[CH:27][C:26]=2[CH3:40])[CH2:16][NH:17][C:18](=[O:24])[O:19][C:20]([CH3:23])([CH3:22])[CH3:21])=[CH:10][CH:9]=1.Br[C:48]1[CH:53]=[CH:52][CH:51]=[CH:50][C:49]=1[CH2:54][CH2:55][OH:56]. (6) Given the product [C:19]([O:23][C:24]([N:26]1[C:30]2[CH:31]=[CH:32][CH:33]=[CH:34][C:29]=2[N:28]=[C:27]1[CH:35]([CH2:40][CH2:39][N:42]1[CH:46]=[CH:47][N:55]=[CH:43]1)[NH:8][CH:9]1[C:18]2[N:17]=[CH:16][CH:15]=[CH:14][C:13]=2[CH2:12][CH2:11][CH2:10]1)=[O:25])([CH3:22])([CH3:21])[CH3:20], predict the reactants needed to synthesize it. The reactants are: N1(CC[NH:8][CH:9]2[C:18]3[N:17]=[CH:16][CH:15]=[CH:14][C:13]=3[CH2:12][CH2:11][CH2:10]2)C=CN=C1.[C:19]([O:23][C:24]([N:26]1[C:30]2[CH:31]=[CH:32][CH:33]=[CH:34][C:29]=2[N:28]=[C:27]1[CH2:35]Cl)=[O:25])([CH3:22])([CH3:21])[CH3:20].[I-].[K+].[CH:39]([N:42]([CH2:46][CH3:47])[CH:43](C)C)(C)[CH3:40].C([O-])(O)=O.[Na+].C(#[N:55])C. (7) Given the product [F:20][C:19]1[CH:18]=[CH:17][CH:16]=[C:15]([F:21])[C:14]=1[CH2:13][N:11]1[CH:12]=[C:8]([NH:7][CH2:6][CH2:5][OH:4])[N:9]=[N:10]1, predict the reactants needed to synthesize it. The reactants are: C([O:4][CH2:5][C:6](=O)[NH:7][C:8]1[N:9]=[N:10][N:11]([CH2:13][C:14]2[C:19]([F:20])=[CH:18][CH:17]=[CH:16][C:15]=2[F:21])[CH:12]=1)(=O)C.B.CO.Cl.